From a dataset of Forward reaction prediction with 1.9M reactions from USPTO patents (1976-2016). Predict the product of the given reaction. (1) Given the reactants CCN=C=NCCCN(C)C.C1C=CC2N(O)N=NC=2C=1.[Br:22][C:23]1[CH:28]=[CH:27][C:26]([NH:29][C:30]2[C:38]([C:39]([OH:41])=O)=[C:37]3[N:33]([CH2:34][CH2:35][CH2:36]3)[C:32](=[O:42])[C:31]=2[F:43])=[C:25]([CH3:44])[CH:24]=1.[CH:45]1([CH2:48][O:49][NH2:50])[CH2:47][CH2:46]1, predict the reaction product. The product is: [CH:45]1([CH2:48][O:49][NH:50][C:39]([C:38]2[C:30]([NH:29][C:26]3[CH:27]=[CH:28][C:23]([Br:22])=[CH:24][C:25]=3[CH3:44])=[C:31]([F:43])[C:32](=[O:42])[N:33]3[C:37]=2[CH2:36][CH2:35][CH2:34]3)=[O:41])[CH2:47][CH2:46]1. (2) Given the reactants I[C:2]1[CH:3]=[N:4][N:5]([CH2:7][C:8]([N:10]([CH3:12])[CH3:11])=[O:9])[CH:6]=1.[CH3:13][Si:14]([C:17]#[CH:18])([CH3:16])[CH3:15].C(NC(C)C)(C)C.C1(P(C2C=CC=CC=2)C2C=CC=CC=2)C=CC=CC=1, predict the reaction product. The product is: [CH3:11][N:10]([CH3:12])[C:8](=[O:9])[CH2:7][N:5]1[CH:6]=[C:2]([C:18]#[C:17][Si:14]([CH3:16])([CH3:15])[CH3:13])[CH:3]=[N:4]1.